From a dataset of Forward reaction prediction with 1.9M reactions from USPTO patents (1976-2016). Predict the product of the given reaction. Given the reactants Cl[CH2:2][CH2:3][NH:4][C:5]([NH:7][CH:8]1[CH2:10][CH2:9]1)=[O:6].[H-].[Na+], predict the reaction product. The product is: [CH:8]1([N:7]2[CH2:2][CH2:3][NH:4][C:5]2=[O:6])[CH2:10][CH2:9]1.